Dataset: M1 muscarinic receptor agonist screen with 61,833 compounds. Task: Binary Classification. Given a drug SMILES string, predict its activity (active/inactive) in a high-throughput screening assay against a specified biological target. (1) The compound is S(=O)(=O)(N(CC(=O)N1CCC(CC1)C(=O)N)C)c1ccc(OC)cc1. The result is 0 (inactive). (2) The molecule is S(=O)(=O)(N1CCCC1)c1ccc(C(=O)NC2CCCC2)cc1. The result is 0 (inactive). (3) The result is 0 (inactive). The compound is S(=O)(=O)(CC(=O)N(C)C)c1ccc(cc1)C. (4) The molecule is FC(F)(F)C1(NC(=O)N(C1=O)Cc1cccnc1)NC(=O)c1ccncc1. The result is 0 (inactive). (5) The drug is S(=O)(=O)(N1CCOCC1)c1ccc(c2nc(on2)C2CCN(CC2)C(=O)c2sccc2)cc1. The result is 0 (inactive).